The task is: Regression. Given two drug SMILES strings and cell line genomic features, predict the synergy score measuring deviation from expected non-interaction effect.. This data is from NCI-60 drug combinations with 297,098 pairs across 59 cell lines. Drug 1: C#CCC(CC1=CN=C2C(=N1)C(=NC(=N2)N)N)C3=CC=C(C=C3)C(=O)NC(CCC(=O)O)C(=O)O. Drug 2: C(CC(=O)O)C(=O)CN.Cl. Cell line: HL-60(TB). Synergy scores: CSS=61.0, Synergy_ZIP=1.07, Synergy_Bliss=-0.628, Synergy_Loewe=-59.1, Synergy_HSA=1.49.